Regression. Given a peptide amino acid sequence and an MHC pseudo amino acid sequence, predict their binding affinity value. This is MHC class II binding data. From a dataset of Peptide-MHC class II binding affinity with 134,281 pairs from IEDB. (1) The binding affinity (normalized) is 0.227. The MHC is DRB1_1001 with pseudo-sequence DRB1_1001. The peptide sequence is IIAGTPEVHAVKPGA. (2) The MHC is DRB1_0404 with pseudo-sequence DRB1_0404. The peptide sequence is QYENLKYTVIITVHT. The binding affinity (normalized) is 0.555. (3) The peptide sequence is IPPYCTIAPFGIFGTN. The MHC is DRB1_0701 with pseudo-sequence DRB1_0701. The binding affinity (normalized) is 0.539. (4) The peptide sequence is RAQLHVGAKQENWNT. The MHC is DRB4_0103 with pseudo-sequence DRB4_0103. The binding affinity (normalized) is 0.614. (5) The peptide sequence is EAMSQANSAILMQR. The MHC is DRB1_0802 with pseudo-sequence DRB1_0802. The binding affinity (normalized) is 0.363. (6) The peptide sequence is KMIGGIGGFIKVRQYDQILI. The MHC is HLA-DQA10301-DQB10302 with pseudo-sequence HLA-DQA10301-DQB10302. The binding affinity (normalized) is 0.246. (7) The peptide sequence is GFLNEDHWASRENSG. The MHC is DRB1_0301 with pseudo-sequence DRB1_0301. The binding affinity (normalized) is 0.719.